This data is from Experimentally validated miRNA-target interactions with 360,000+ pairs, plus equal number of negative samples. The task is: Binary Classification. Given a miRNA mature sequence and a target amino acid sequence, predict their likelihood of interaction. (1) The protein sequence of the target gene is MSPTPEWVMVGGEGPESYKQHSSYQRDLLKAAKDKINAVISTNLSLNLISNRFSVADFGCASGPNTFVAVQNIIDAVEEKYLRETGQNPDDNIEFQVLFNDLSNNDFNTLFQGLPSGRRYYSAAIPGSFFDRVLPKHSIHIGVMNYAFQFTSKIPKGISDRNSPLWNRDMHCTGFNNKVKKAYLDQFSLDSKNILDARAEELVPEGLMLLLGSCLRDGIKMSETYRGIVLDLIGASLNDLAQQGVIEKDKVESFNITLYIAEEGELRQIIEENGKFTIEAFEDIIQPNGESLDPKILAVS.... Result: 0 (no interaction). The miRNA is hsa-miR-4716-5p with sequence UCCAUGUUUCCUUCCCCCUUCU. (2) The miRNA is hsa-miR-6873-3p with sequence UUCUCUCUGUCUUUCUCUCUCAG. The protein sequence of the target gene is MRKETPPPLVPPAAREWNLPPNAPACMERQLEAARYRSDGALLLGASSLSGRCWAGSLWLFKDPCAAPNEGFCSAGVQTEAGVADLTWVGERGILVASDSGAVELWELDENETLIVSKFCKYEHDDIVSTVSVLSSGTQAVSGSKDICIKVWDLAQQVVLSSYRAHAAQVTCVAASPHKDSVFLSCSEDNRILLWDTRCPKPASQIGCSAPGYLPTSLAWHPQQSEVFVFGDENGTVSLVDTKSTSCVLSSAVHSQCVTGLVFSPHSVPFLASLSEDCSLAVLDSSLSELFRSQAHRDFV.... Result: 1 (interaction).